Dataset: Full USPTO retrosynthesis dataset with 1.9M reactions from patents (1976-2016). Task: Predict the reactants needed to synthesize the given product. (1) Given the product [CH3:20][N:21]([CH3:31])[C:22]1[CH:27]=[CH:26][C:25]([NH:28][C:29](=[O:30])[O:17][C:13]2[CH:12]=[C:11]3[C:16](=[CH:15][CH:14]=2)[N:8]([CH2:7][C:4]2[CH:5]=[CH:6][N:1]=[CH:2][CH:3]=2)[CH2:9][C:10]3([CH3:19])[CH3:18])=[CH:24][CH:23]=1, predict the reactants needed to synthesize it. The reactants are: [N:1]1[CH:6]=[CH:5][C:4]([CH2:7][N:8]2[C:16]3[C:11](=[CH:12][C:13]([OH:17])=[CH:14][CH:15]=3)[C:10]([CH3:19])([CH3:18])[CH2:9]2)=[CH:3][CH:2]=1.[CH3:20][N:21]([CH3:31])[C:22]1[CH:27]=[CH:26][C:25]([N:28]=[C:29]=[O:30])=[CH:24][CH:23]=1. (2) The reactants are: [CH3:1][C@H:2]1[CH2:6][CH2:5][CH2:4][N:3]1[CH:7]1[CH2:11][CH2:10][C@H:9]([C:12]2[CH:17]=[CH:16][C:15]([NH2:18])=[CH:14][CH:13]=2)[CH2:8]1.[F:19][C:20]1[CH:21]=[C:22]([S:27](Cl)(=[O:29])=[O:28])[CH:23]=[CH:24][C:25]=1[F:26]. Given the product [F:19][C:20]1[CH:21]=[C:22]([S:27]([NH:18][C:15]2[CH:16]=[CH:17][C:12]([C@H:9]3[CH2:10][CH2:11][CH:7]([N:3]4[CH2:4][CH2:5][CH2:6][C@@H:2]4[CH3:1])[CH2:8]3)=[CH:13][CH:14]=2)(=[O:28])=[O:29])[CH:23]=[CH:24][C:25]=1[F:26], predict the reactants needed to synthesize it.